From a dataset of Full USPTO retrosynthesis dataset with 1.9M reactions from patents (1976-2016). Predict the reactants needed to synthesize the given product. (1) Given the product [CH2:46]([N:53]1[CH2:58][CH2:57][CH:56]([NH:59][C:60]2[C:65]([C:31]3[CH:32]=[C:33]([OH:37])[CH:34]=[CH:35][CH:36]=3)=[CH:64][N:63]=[C:62]([NH:71][CH2:72][C:73]3[CH:78]=[CH:77][CH:76]=[CH:75][N:74]=3)[N:61]=2)[CH2:55][CH2:54]1)[C:47]1[CH:52]=[CH:51][CH:50]=[CH:49][CH:48]=1, predict the reactants needed to synthesize it. The reactants are: BrC1C(NC2CCN(CC3C=CC=CC=3)CC2)=NC(NCC2C=CN=CC=2)=NC=1.O[C:31]1[CH:32]=[C:33]([O:37]B(C2C=CC=CC=2)O)[CH:34]=[CH:35][CH:36]=1.[CH2:46]([N:53]1[CH2:58][CH2:57][CH:56]([NH:59][C:60]2[C:65](C3C=CSC=3)=[CH:64][N:63]=[C:62]([NH:71][CH2:72][C:73]3[CH:78]=[CH:77][CH:76]=[CH:75][N:74]=3)[N:61]=2)[CH2:55][CH2:54]1)[C:47]1[CH:52]=[CH:51][CH:50]=[CH:49][CH:48]=1. (2) Given the product [CH3:25][N:23]([CH3:24])[S:20]([C:16]1[CH:15]=[C:14]([N:9]2[CH:10]=[CH:11][C:12](=[O:13])[C:7]([C:5]3[N:27]([C:29]4[CH:30]=[C:31]([NH:35][C:36](=[O:38])[CH3:37])[CH:32]=[CH:33][CH:34]=4)[N:28]=[CH:3][CH:4]=3)=[N:8]2)[CH:19]=[CH:18][CH:17]=1)(=[O:21])=[O:22], predict the reactants needed to synthesize it. The reactants are: CN(C)/[CH:3]=[CH:4]/[C:5]([C:7]1[C:12](=[O:13])[CH:11]=[CH:10][N:9]([C:14]2[CH:15]=[C:16]([S:20]([N:23]([CH3:25])[CH3:24])(=[O:22])=[O:21])[CH:17]=[CH:18][CH:19]=2)[N:8]=1)=O.[NH:27]([C:29]1[CH:30]=[C:31]([NH:35][C:36](=[O:38])[CH3:37])[CH:32]=[CH:33][CH:34]=1)[NH2:28]. (3) Given the product [NH2:1][C:4]1[CH:5]=[CH:6][C:7]([N:10]2[CH2:11][CH:12]([OH:14])[CH2:13]2)=[N:8][CH:9]=1, predict the reactants needed to synthesize it. The reactants are: [N+:1]([C:4]1[CH:5]=[CH:6][C:7]([N:10]2[CH2:13][CH:12]([OH:14])[CH2:11]2)=[N:8][CH:9]=1)([O-])=O. (4) Given the product [CH2:10]([O:9][C:7](=[O:8])[C:6]1[CH:12]=[C:2]([C:27]#[C:26][C:20]2[CH:25]=[CH:24][CH:23]=[CH:22][CH:21]=2)[CH:3]=[N:4][CH:5]=1)[CH3:11], predict the reactants needed to synthesize it. The reactants are: Br[C:2]1[CH:3]=[N:4][CH:5]=[C:6]([CH:12]=1)[C:7]([O:9][CH2:10][CH3:11])=[O:8].C(N(CC)CC)C.[C:20]1([C:26]#[CH:27])[CH:25]=[CH:24][CH:23]=[CH:22][CH:21]=1. (5) Given the product [CH3:1][O:2][C:3](=[O:20])[C:4]1[CH:9]=[CH:8][C:7]([O:10][CH2:11][CH2:12][CH2:13][CH2:14][CH2:15][CH2:16][CH2:17][CH3:18])=[CH:6][C:5]=1[O:19][CH2:26][CH2:25][CH2:24][CH:23]=[CH2:22], predict the reactants needed to synthesize it. The reactants are: [CH3:1][O:2][C:3](=[O:20])[C:4]1[CH:9]=[CH:8][C:7]([O:10][CH2:11][CH2:12][CH2:13][CH2:14][CH2:15][CH2:16][CH2:17][CH3:18])=[CH:6][C:5]=1[OH:19].Br[CH2:22][CH2:23][CH2:24][CH:25]=[CH2:26].C([O-])([O-])=O.[K+].[K+]. (6) Given the product [CH3:8][O:9][C:10](=[O:36])[C@@H:11]([NH:14][C:15]([C:17]1[S:18][C:19]([C:25](=[O:35])[NH:26][CH2:27][C:28]2[CH:33]=[CH:32][CH:31]=[C:30]([OH:34])[CH:29]=2)=[CH:20][C:21]=1[CH:22]([CH3:24])[CH3:23])=[O:16])[CH2:12][NH:13][C:83]([C:79]1[S:78][CH:82]=[CH:81][CH:80]=1)=[O:84], predict the reactants needed to synthesize it. The reactants are: FC(F)(F)C(O)=O.[CH3:8][O:9][C:10](=[O:36])[C@@H:11]([NH:14][C:15]([C:17]1[S:18][C:19]([C:25](=[O:35])[NH:26][CH2:27][C:28]2[CH:33]=[CH:32][CH:31]=[C:30]([OH:34])[CH:29]=2)=[CH:20][C:21]=1[CH:22]([CH3:24])[CH3:23])=[O:16])[CH2:12][NH2:13].C(N(CC)CC)C.CN(C(ON1N=NC2C=CC=CC1=2)=[N+](C)C)C.F[P-](F)(F)(F)(F)F.C1C=CC2N(O)N=NC=2C=1.[S:78]1[CH:82]=[CH:81][CH:80]=[C:79]1[C:83](O)=[O:84].